The task is: Predict the product of the given reaction.. This data is from Forward reaction prediction with 1.9M reactions from USPTO patents (1976-2016). (1) The product is: [CH3:21][O:20][C:19]1[CH:18]=[CH:17][C:6]([CH2:7][CH:8]([C:9]([O:11][CH3:12])=[O:10])[C:13]([O:15][CH3:16])=[O:14])=[CH:5][C:4]=1[CH2:3][CH2:2][O:1][C:31]([NH:30][C:26]1[CH:27]=[CH:28][CH:29]=[C:24]([O:23][CH3:22])[CH:25]=1)=[O:32]. Given the reactants [OH:1][CH2:2][CH2:3][C:4]1[CH:5]=[C:6]([CH:17]=[CH:18][C:19]=1[O:20][CH3:21])[CH2:7][CH:8]([C:13]([O:15][CH3:16])=[O:14])[C:9]([O:11][CH3:12])=[O:10].[CH3:22][O:23][C:24]1[CH:25]=[C:26]([N:30]=[C:31]=[O:32])[CH:27]=[CH:28][CH:29]=1, predict the reaction product. (2) Given the reactants [S:1]1[CH:5]=[C:4]([NH:6][C:7](=[O:13])[O:8][C:9]([CH3:12])([CH3:11])[CH3:10])[N:3]=[CH:2]1.C([O-])([O-])=O.[Cs+].[Cs+].Cl[CH2:21][C:22]1[CH:27]=[CH:26][C:25]([O:28][CH3:29])=[CH:24][CH:23]=1.O, predict the reaction product. The product is: [CH3:29][O:28][C:25]1[CH:26]=[CH:27][C:22]([CH2:21][N:6]([C:4]2[N:3]=[CH:2][S:1][CH:5]=2)[C:7](=[O:13])[O:8][C:9]([CH3:10])([CH3:12])[CH3:11])=[CH:23][CH:24]=1. (3) The product is: [CH3:39][O:38][C:34]1[C:33](=[O:40])[N:32]([C:30]2[CH:31]=[C:26]([NH:25][C:15]([C:9]3[C:10](=[O:14])[O:11][C:12]4[C:7]([CH:8]=3)=[CH:6][CH:5]=[C:4]([N:3]([CH2:1][CH3:2])[CH2:18][CH3:19])[CH:13]=4)=[O:17])[CH:27]=[C:28]([N:41]3[C:45](=[O:46])[CH:44]=[C:43]([O:47][CH3:48])[C:42]3=[O:49])[CH:29]=2)[C:36](=[O:37])[CH:35]=1. Given the reactants [CH2:1]([N:3]([CH2:18][CH3:19])[C:4]1[CH:13]=[C:12]2[C:7]([CH:8]=[C:9]([C:15]([OH:17])=O)[C:10](=[O:14])[O:11]2)=[CH:6][CH:5]=1)[CH3:2].O=P(Cl)(Cl)Cl.[NH2:25][C:26]1[CH:27]=[C:28]([N:41]2[C:45](=[O:46])[CH:44]=[C:43]([O:47][CH3:48])[C:42]2=[O:49])[CH:29]=[C:30]([N:32]2[C:36](=[O:37])[CH:35]=[C:34]([O:38][CH3:39])[C:33]2=[O:40])[CH:31]=1, predict the reaction product. (4) The product is: [NH2:18][C:19]1[C:24]([S:25]([N:28]([CH3:30])[CH3:29])(=[O:27])=[O:26])=[CH:23][C:22]([C:2]2[CH:11]=[C:10]3[C:5](=[CH:4][CH:3]=2)[N:6]=[CH:7][C:8]([C:12]2[CH:17]=[CH:16][N:15]=[CH:14][CH:13]=2)=[N:9]3)=[CH:21][N:20]=1. Given the reactants Br[C:2]1[CH:11]=[C:10]2[C:5]([N:6]=[CH:7][C:8]([C:12]3[CH:17]=[CH:16][N:15]=[CH:14][CH:13]=3)=[N:9]2)=[CH:4][CH:3]=1.[NH2:18][C:19]1[C:24]([S:25]([N:28]([CH3:30])[CH3:29])(=[O:27])=[O:26])=[CH:23][C:22](B2OC(C)(C)C(C)(C)O2)=[CH:21][N:20]=1.C(=O)([O-])[O-].[K+].[K+], predict the reaction product.